From a dataset of Reaction yield outcomes from USPTO patents with 853,638 reactions. Predict the reaction yield, written as a fraction of the theoretical maximum amount of product (1.0 means a 100% yield; for example, 0.34 means a 34% yield). (1) The reactants are [CH3:1][O:2][C:3](=[O:32])[CH:4]([C:9]1[C:14]([CH3:15])=[CH:13][C:12]([N+:16]([O-])=O)=[C:11]([CH:19]2[CH2:21][CH2:20]2)[C:10]=1[C:22]1[CH:23]=[C:24]2[C:29](=[CH:30][CH:31]=1)[O:28][CH2:27][CH2:26][CH2:25]2)[O:5][CH:6]1[CH2:8][CH2:7]1.[Cl-].[NH4+]. The yield is 0.790. The product is [CH3:1][O:2][C:3](=[O:32])[CH:4]([C:9]1[C:14]([CH3:15])=[CH:13][C:12]([NH2:16])=[C:11]([CH:19]2[CH2:21][CH2:20]2)[C:10]=1[C:22]1[CH:23]=[C:24]2[C:29](=[CH:30][CH:31]=1)[O:28][CH2:27][CH2:26][CH2:25]2)[O:5][CH:6]1[CH2:8][CH2:7]1. The catalyst is [Fe].CO.O. (2) The reactants are [H-].[Na+].[Br:3][C:4]1[N:5]=[C:6]2[CH:12]=[CH:11][NH:10][C:7]2=[N:8][CH:9]=1.[S:13](Cl)([C:16]1[CH:22]=[CH:21][C:19]([CH3:20])=[CH:18][CH:17]=1)(=[O:15])=[O:14]. The catalyst is C1COCC1. The product is [Br:3][C:4]1[N:5]=[C:6]2[CH:12]=[CH:11][N:10]([S:13]([C:16]3[CH:22]=[CH:21][C:19]([CH3:20])=[CH:18][CH:17]=3)(=[O:15])=[O:14])[C:7]2=[N:8][CH:9]=1. The yield is 0.650.